This data is from Full USPTO retrosynthesis dataset with 1.9M reactions from patents (1976-2016). The task is: Predict the reactants needed to synthesize the given product. (1) The reactants are: FC(F)(F)C(O)=O.[CH2:8]([O:10][C:11]([C:13]1[CH2:30][N:17]2[CH2:18][CH2:19][C:20]3[C:25]([CH:16]2[CH2:15][C:14]=1[NH2:31])=[CH:24][C:23]([O:26][CH3:27])=[C:22]([O:28][CH3:29])[CH:21]=3)=[O:12])[CH3:9].[BH4-].[Na+].[CH:34](=O)[C:35]1[CH:40]=[CH:39][CH:38]=[CH:37][CH:36]=1.C([BH3-])#N.[Na+]. Given the product [CH2:8]([O:10][C:11]([CH:13]1[CH2:30][N:17]2[CH2:18][CH2:19][C:20]3[C:25]([CH:16]2[CH2:15][CH:14]1[NH:31][CH2:34][C:35]1[CH:40]=[CH:39][CH:38]=[CH:37][CH:36]=1)=[CH:24][C:23]([O:26][CH3:27])=[C:22]([O:28][CH3:29])[CH:21]=3)=[O:12])[CH3:9], predict the reactants needed to synthesize it. (2) Given the product [CH:7]1[C:16]2[C:11](=[CH:12][CH:13]=[CH:14][CH:15]=2)[CH:10]=[CH:9][C:8]=1[S:17][CH2:19][C:20]([O:22][CH3:23])=[O:21], predict the reactants needed to synthesize it. The reactants are: C(=O)([O-])[O-].[K+].[K+].[CH:7]1[C:16]2[C:11](=[CH:12][CH:13]=[CH:14][CH:15]=2)[CH:10]=[CH:9][C:8]=1[SH:17].Br[CH2:19][C:20]([O:22][CH3:23])=[O:21].CCCCCC. (3) Given the product [C:1]([O-:24])(=[O:23])[CH2:2][CH2:3][CH2:4][CH2:5][CH2:6][CH2:7][CH2:8][CH2:9][CH2:10][CH2:11][CH2:12][CH2:13][CH2:14][CH2:15][CH2:16][CH2:17][CH2:18][CH2:19][CH2:20][CH2:21][CH3:22].[Na+:27], predict the reactants needed to synthesize it. The reactants are: [C:1]([O-:24])(=[O:23])[CH2:2][CH2:3][CH2:4][CH2:5][CH2:6][CH2:7][CH2:8][CH2:9][CH2:10][CH2:11][CH2:12][CH2:13][CH2:14][CH2:15][CH2:16][CH2:17][CH2:18][CH2:19][CH2:20][CH2:21][CH3:22].O.[OH-].[Na+:27]. (4) Given the product [O:1]=[C:2]1[CH:3]([CH2:12][C:13]([NH:15]/[N:16]=[CH:22]/[C:21]2[CH:24]=[C:25]([O:29][CH3:30])[C:26]([O:27][CH3:28])=[C:19]([O:18][CH3:17])[CH:20]=2)=[O:14])[S:4][C:5]2[CH:11]=[CH:10][CH:9]=[CH:8][C:6]=2[NH:7]1, predict the reactants needed to synthesize it. The reactants are: [O:1]=[C:2]1[NH:7][C:6]2[CH:8]=[CH:9][CH:10]=[CH:11][C:5]=2[S:4][CH:3]1[CH2:12][C:13]([NH:15][NH2:16])=[O:14].[CH3:17][O:18][C:19]1[CH:20]=[C:21]([CH:24]=[C:25]([O:29][CH3:30])[C:26]=1[O:27][CH3:28])[CH:22]=O.ClCCCl.C(O)C. (5) Given the product [C:1]([O:5][C:6](=[O:26])[C:7]([S:10][C:11]1[S:12][CH:13]=[C:14]([CH2:16][CH2:17][N:18]([C:37]([C:32]2[NH:33][C:34]3[C:30]([CH:31]=2)=[CH:29][C:28]([Cl:27])=[CH:36][CH:35]=3)=[O:38])[CH2:19][CH2:20][CH2:21][CH2:22][CH2:23][CH2:24][CH3:25])[N:15]=1)([CH3:9])[CH3:8])([CH3:4])([CH3:3])[CH3:2], predict the reactants needed to synthesize it. The reactants are: [C:1]([O:5][C:6](=[O:26])[C:7]([S:10][C:11]1[S:12][CH:13]=[C:14]([CH2:16][CH2:17][NH:18][CH2:19][CH2:20][CH2:21][CH2:22][CH2:23][CH2:24][CH3:25])[N:15]=1)([CH3:9])[CH3:8])([CH3:4])([CH3:3])[CH3:2].[Cl:27][C:28]1[CH:29]=[C:30]2[C:34](=[CH:35][CH:36]=1)[NH:33][C:32]([C:37](O)=[O:38])=[CH:31]2.CN(C)CCCN=C=NCC.OC1C2N=NNC=2C=CC=1. (6) Given the product [Cl:15][CH2:14][C:12]1[N:8]([S:2]([CH3:1])(=[O:4])=[O:3])[CH:9]=[CH:11][CH:13]=1, predict the reactants needed to synthesize it. The reactants are: [CH3:1][S:2](Cl)(=[O:4])=[O:3].CC[N:8]([CH:12]([CH3:14])[CH3:13])[CH:9]([CH3:11])C.[Cl:15]CCl. (7) Given the product [CH:19]1([C:22]2[N:23]=[CH:24][C:25]([C:2]3[CH:7]=[CH:6][N:5]=[C:4]([CH2:8][CH3:9])[C:3]=3[C:10]#[C:11][C:12]3[CH:13]=[CH:14][C:15]([NH2:18])=[N:16][CH:17]=3)=[CH:26][CH:27]=2)[CH2:21][CH2:20]1, predict the reactants needed to synthesize it. The reactants are: Cl[C:2]1[CH:7]=[CH:6][N:5]=[C:4]([CH2:8][CH3:9])[C:3]=1[C:10]#[C:11][C:12]1[CH:13]=[CH:14][C:15]([NH2:18])=[N:16][CH:17]=1.[CH:19]1([C:22]2[CH:27]=[CH:26][C:25](B(O)O)=[CH:24][N:23]=2)[CH2:21][CH2:20]1.C([O-])([O-])=O.[K+].[K+]. (8) The reactants are: [Cl:1][C:2]1[CH:7]=[CH:6][C:5]([OH:8])=[CH:4][C:3]=1[CH:9]([CH3:28])[C:10]([C:16]1[CH:17]=[CH:18][C:19]2[O:24][CH2:23][C:22](=[O:25])[N:21]([CH3:26])[C:20]=2[CH:27]=1)([OH:15])[C:11]([F:14])([F:13])[F:12].[Cl:29][C:30]1[CH:35]=[CH:34][C:33](B(O)O)=[CH:32][C:31]=1[C:39]#[N:40]. Given the product [Cl:29][C:30]1[CH:35]=[CH:34][C:33]([O:8][C:5]2[CH:6]=[CH:7][C:2]([Cl:1])=[C:3]([CH:9]([CH3:28])[C:10]([OH:15])([C:16]3[CH:17]=[CH:18][C:19]4[O:24][CH2:23][C:22](=[O:25])[N:21]([CH3:26])[C:20]=4[CH:27]=3)[C:11]([F:12])([F:13])[F:14])[CH:4]=2)=[CH:32][C:31]=1[C:39]#[N:40], predict the reactants needed to synthesize it. (9) Given the product [C:81]([NH:30][C:29]([C:26]1[CH:27]=[C:28]2[C:23](=[CH:24][CH:25]=1)[NH:22][N:21]=[C:20]2[C:15]1[CH:14]=[CH:13][C:12]2[C:17](=[CH:18][CH:19]=[C:10]([O:9][CH2:8][CH:4]3[CH2:5][CH2:6][CH2:7][N:3]3[CH2:1][CH3:2])[CH:11]=2)[CH:16]=1)=[O:55])([CH3:84])([CH3:83])[CH3:82], predict the reactants needed to synthesize it. The reactants are: [CH2:1]([N:3]1[CH2:7][CH2:6][CH2:5][CH:4]1[CH2:8][O:9][C:10]1[CH:11]=[C:12]2[C:17](=[CH:18][CH:19]=1)[CH:16]=[C:15]([C:20]1[C:28]3[C:23](=[CH:24][CH:25]=[C:26]([C:29]#[N:30])[CH:27]=3)[N:22](C3CCCCO3)[N:21]=1)[CH:14]=[CH:13]2)[CH3:2].[OH-].[K+].F[P-](F)(F)(F)(F)F.N1([O:55]C(N(C)C)=[N+](C)C)C2C=CC=CC=2N=N1.O.ON1C2C=CC=CC=2N=N1.C(N(CC)CC)C.[C:81](N)([CH3:84])([CH3:83])[CH3:82].